Dataset: Forward reaction prediction with 1.9M reactions from USPTO patents (1976-2016). Task: Predict the product of the given reaction. (1) Given the reactants [C:1]([C:4]1[S:8][C:7]([NH:9][C:10](=[O:16])[O:11][C:12]([CH3:15])([CH3:14])[CH3:13])=[N:6][C:5]=1Br)(=[O:3])[CH3:2].[CH3:18][O:19][C:20]1[CH:43]=[CH:42][C:23]([CH2:24][N:25]2[CH:29]=[C:28](B3OC(C)(C)C(C)(C)O3)[C:27]([CH:39]([OH:41])[CH3:40])=[N:26]2)=[CH:22][CH:21]=1.[O-]P([O-])([O-])=O.[K+].[K+].[K+], predict the reaction product. The product is: [C:12]([O:11][C:10](=[O:16])[NH:9][C:7]1[S:8][C:4]([C:1](=[O:3])[CH3:2])=[C:5]([C:28]2[C:27]([CH:39]([OH:41])[CH3:40])=[N:26][N:25]([CH2:24][C:23]3[CH:42]=[CH:43][C:20]([O:19][CH3:18])=[CH:21][CH:22]=3)[CH:29]=2)[N:6]=1)([CH3:15])([CH3:14])[CH3:13]. (2) Given the reactants [C:1]([O:5][C:6]([NH:8][C@@H:9]([CH2:13][C:14]1[CH2:18][CH2:17][CH2:16][CH:15]=1)[C:10]([OH:12])=[O:11])=[O:7])([CH3:4])([CH3:3])[CH3:2], predict the reaction product. The product is: [C:1]([O:5][C:6]([NH:8][C@@H:9]([CH2:13][CH:14]1[CH2:15][CH2:16][CH2:17][CH2:18]1)[C:10]([OH:12])=[O:11])=[O:7])([CH3:4])([CH3:2])[CH3:3]. (3) Given the reactants [CH3:1][C:2]1[CH:12]=[CH:11][C:5]([CH:6]=[CH:7][N+:8]([O-:10])=[O:9])=[CH:4][CH:3]=1.[C:13]([O:20][CH3:21])(=[O:19])[CH2:14][C:15]([O:17][CH3:18])=[O:16], predict the reaction product. The product is: [CH3:18][O:17][C:15]([CH:14]([CH:6]([C:5]1[CH:4]=[CH:3][C:2]([CH3:1])=[CH:12][CH:11]=1)[CH2:7][N+:8]([O-:10])=[O:9])[C:13]([O:20][CH3:21])=[O:19])=[O:16]. (4) Given the reactants FC(F)(F)C(O)=O.C(OC([N:15]1[CH2:20][CH2:19][C:18]([C:29]#[N:30])([CH2:21][C:22]2[CH:27]=[CH:26][C:25]([F:28])=[CH:24][CH:23]=2)[CH2:17][CH2:16]1)=O)(C)(C)C, predict the reaction product. The product is: [F:28][C:25]1[CH:26]=[CH:27][C:22]([CH2:21][C:18]2([C:29]#[N:30])[CH2:19][CH2:20][NH:15][CH2:16][CH2:17]2)=[CH:23][CH:24]=1. (5) Given the reactants Cl[C:2]1[CH:11]=[C:10]2[C:5]([C:6]([C:15]3[CH:20]=[CH:19][C:18]([F:21])=[CH:17][CH:16]=3)=[C:7]([F:14])[C:8]([CH3:13])([CH3:12])[O:9]2)=[CH:4][CH:3]=1.[C:22](=[O:29])([O:24][C:25]([CH3:28])([CH3:27])[CH3:26])[NH2:23], predict the reaction product. The product is: [F:14][C:7]1[C:8]([CH3:13])([CH3:12])[O:9][C:10]2[C:5]([C:6]=1[C:15]1[CH:20]=[CH:19][C:18]([F:21])=[CH:17][CH:16]=1)=[CH:4][CH:3]=[C:2]([NH:23][C:22](=[O:29])[O:24][C:25]([CH3:28])([CH3:27])[CH3:26])[CH:11]=2.